Task: Predict the reaction yield, written as a fraction of the theoretical maximum amount of product (1.0 means a 100% yield; for example, 0.34 means a 34% yield).. Dataset: Reaction yield outcomes from USPTO patents with 853,638 reactions (1) The reactants are [NH2:1][C:2]1[CH:9]=[C:8]([CH3:10])[CH:7]=[CH:6][C:3]=1[C:4]#[N:5].[F:11][C:12]1[CH:17]=[CH:16][C:15]([S:18](Cl)(=[O:20])=[O:19])=[CH:14][CH:13]=1. The catalyst is N1C=CC=CC=1. The product is [F:11][C:12]1[CH:17]=[CH:16][C:15]([S:18]([NH:1][C:2]2[CH:9]=[C:8]([CH3:10])[CH:7]=[CH:6][C:3]=2[C:4]#[N:5])(=[O:20])=[O:19])=[CH:14][CH:13]=1. The yield is 0.428. (2) The reactants are [CH2:1]([O:3][C:4]([C:6]1[N:7]=[C:8](S(C)(=O)=O)[N:9]([CH3:21])[C:10](=[O:20])[C:11]=1[O:12][CH2:13][C:14]1[CH:19]=[CH:18][CH:17]=[CH:16][CH:15]=1)=[O:5])[CH3:2].[CH3:26][C:27]1[N:31]=[CH:30][NH:29][N:28]=1.[H-].[Na+]. The catalyst is CN(C)C=O. The product is [CH2:1]([O:3][C:4]([C:6]1[N:7]=[C:8]([N:29]2[CH:30]=[N:31][C:27]([CH3:26])=[N:28]2)[N:9]([CH3:21])[C:10](=[O:20])[C:11]=1[O:12][CH2:13][C:14]1[CH:19]=[CH:18][CH:17]=[CH:16][CH:15]=1)=[O:5])[CH3:2]. The yield is 0.350. (3) The reactants are [CH3:1][C:2]1[N:7]=[C:6]([S:8][CH3:9])[NH:5][C:4](=O)[C:3]=1[CH:11]([CH3:13])[CH3:12].P(Cl)(Cl)([Cl:16])=O. The catalyst is C(Cl)(Cl)Cl. The product is [Cl:16][C:4]1[C:3]([CH:11]([CH3:13])[CH3:12])=[C:2]([CH3:1])[N:7]=[C:6]([S:8][CH3:9])[N:5]=1. The yield is 0.870. (4) The reactants are Cl.[CH3:2][O:3][C:4]([C:6]1[CH:7]=[C:8]2[C:12](=[CH:13][CH:14]=1)[CH2:11][CH2:10][C@H:9]2[NH2:15])=[O:5].C(N(CC)CC)C.[Cl:23][C:24]1[CH:32]=[CH:31][CH:30]=[CH:29][C:25]=1[C:26](Cl)=[O:27]. The catalyst is ClCCl.C([O-])(O)=O.[Na+]. The product is [CH3:2][O:3][C:4]([C:6]1[CH:7]=[C:8]2[C:12](=[CH:13][CH:14]=1)[CH2:11][CH2:10][C@H:9]2[NH:15][C:26](=[O:27])[C:25]1[CH:29]=[CH:30][CH:31]=[CH:32][C:24]=1[Cl:23])=[O:5]. The yield is 0.980.